From a dataset of Full USPTO retrosynthesis dataset with 1.9M reactions from patents (1976-2016). Predict the reactants needed to synthesize the given product. (1) Given the product [F:25][C:26]([F:39])([F:38])[S:27]([O:15][C:7]1[CH:6]=[C:5]([O:4][CH:1]([CH3:3])[CH3:2])[CH:10]=[C:9]([O:11][CH:12]([CH3:14])[CH3:13])[CH:8]=1)(=[O:29])=[O:28], predict the reactants needed to synthesize it. The reactants are: [CH:1]([O:4][C:5]1[CH:6]=[C:7]([OH:15])[CH:8]=[C:9]([O:11][CH:12]([CH3:14])[CH3:13])[CH:10]=1)([CH3:3])[CH3:2].C(N(CC)C(C)C)(C)C.[F:25][C:26]([F:39])([F:38])[S:27](O[S:27]([C:26]([F:39])([F:38])[F:25])(=[O:29])=[O:28])(=[O:29])=[O:28]. (2) Given the product [NH2:20][C:4]1[CH:3]=[C:2]([Cl:1])[CH:19]=[CH:18][C:5]=1[N:6]([CH3:17])[S:7]([C:10]1[CH:11]=[CH:12][C:13]([CH3:16])=[CH:14][CH:15]=1)(=[O:9])=[O:8], predict the reactants needed to synthesize it. The reactants are: [Cl:1][C:2]1[CH:19]=[CH:18][C:5]([N:6]([CH3:17])[S:7]([C:10]2[CH:15]=[CH:14][C:13]([CH3:16])=[CH:12][CH:11]=2)(=[O:9])=[O:8])=[C:4]([N+:20]([O-])=O)[CH:3]=1.C(=O)(O)[O-].[Na+]. (3) Given the product [C:1]([C:3]([CH3:33])([CH3:32])[C:4]1[CH:9]=[CH:8][C:7]([NH:10][C:11](=[O:22])[C:12]2[CH:17]=[CH:16][C:15]([O:18][CH3:19])=[C:14]([O:20][CH3:21])[CH:13]=2)=[CH:6][C:5]=1[C:35]1[CH:40]=[CH:39][CH:38]=[CH:37][N:36]=1)#[N:2], predict the reactants needed to synthesize it. The reactants are: [C:1]([C:3]([CH3:33])([CH3:32])[C:4]1[CH:9]=[CH:8][C:7]([NH:10][C:11](=[O:22])[C:12]2[CH:17]=[CH:16][C:15]([O:18][CH3:19])=[C:14]([O:20][CH3:21])[CH:13]=2)=[CH:6][C:5]=1B1OC(C)(C)C(C)(C)O1)#[N:2].Br[C:35]1[CH:40]=[CH:39][CH:38]=[CH:37][N:36]=1.C([O-])([O-])=O.[K+].[K+]. (4) The reactants are: [CH3:1][CH:2]1[CH2:7][CH2:6][NH:5][CH2:4][CH2:3]1.C(N(CC)CC)C.[C:15](Cl)([Cl:17])=[O:16]. Given the product [CH3:1][CH:2]1[CH2:7][CH2:6][N:5]([C:15]([Cl:17])=[O:16])[CH2:4][CH2:3]1, predict the reactants needed to synthesize it. (5) Given the product [ClH:19].[CH2:1]([C:3]1[C:8]([CH2:9][S:10][C:11]2[N:16]=[C:15]([OH:17])[CH:14]=[C:13]([CH3:18])[N:12]=2)=[CH:7][CH:6]=[CH:5][N:4]=1)[CH3:2], predict the reactants needed to synthesize it. The reactants are: [CH2:1]([C:3]1[C:8]([CH2:9][S:10][C:11]2[N:16]=[C:15]([OH:17])[CH:14]=[C:13]([CH3:18])[N:12]=2)=[CH:7][CH:6]=[CH:5][N:4]=1)[CH3:2].[ClH:19].O1CCOCC1. (6) Given the product [N+:15]([C:6]1[CH:5]=[C:4]([CH:9]=[CH:8][C:7]=1[C:10]1[O:14][CH:13]=[N:12][CH:11]=1)[C:3]([OH:18])=[O:2])([O-:17])=[O:16], predict the reactants needed to synthesize it. The reactants are: C[O:2][C:3](=[O:18])[C:4]1[CH:9]=[CH:8][C:7]([C:10]2[O:14][CH:13]=[N:12][CH:11]=2)=[C:6]([N+:15]([O-:17])=[O:16])[CH:5]=1.[OH-].[Na+]. (7) Given the product [C:18]([N:5]1[C:6]2[C:11](=[CH:10][C:9]([N:12]3[CH2:13][CH2:14][O:15][CH2:16][CH2:17]3)=[CH:8][CH:7]=2)[C@H:2]([NH:1][C:24]2[CH:31]=[CH:30][C:27]([C:28]#[N:29])=[CH:26][N:25]=2)[C@@H:3]([CH3:22])[C@@H:4]1[CH3:21])(=[O:20])[CH3:19], predict the reactants needed to synthesize it. The reactants are: [NH2:1][C@H:2]1[C:11]2[C:6](=[CH:7][CH:8]=[C:9]([N:12]3[CH2:17][CH2:16][O:15][CH2:14][CH2:13]3)[CH:10]=2)[N:5]([C:18](=[O:20])[CH3:19])[C@@H:4]([CH3:21])[C@@H:3]1[CH3:22].Cl[C:24]1[CH:31]=[CH:30][C:27]([C:28]#[N:29])=[CH:26][N:25]=1.CCN(C(C)C)C(C)C. (8) The reactants are: [C:1]([O:5][C:6]([NH:8][C@H:9]([C:13](O)=[O:14])[CH:10]([CH3:12])[CH3:11])=[O:7])([CH3:4])([CH3:3])[CH3:2].[BH4-].[Na+]. Given the product [OH:14][CH2:13][CH:9]([NH:8][C:6](=[O:7])[O:5][C:1]([CH3:2])([CH3:4])[CH3:3])[CH:10]([CH3:12])[CH3:11], predict the reactants needed to synthesize it. (9) Given the product [CH2:1]([S:3]([N:6]1[CH2:7][CH2:8][CH:9]([C:12]2[C:20]3[C:15](=[C:16]([C:30]([NH2:32])=[O:31])[CH:17]=[C:18]([C:34]4[CH:39]=[CH:38][CH:37]=[C:36]([CH3:40])[CH:35]=4)[CH:19]=3)[NH:14][CH:13]=2)[CH2:10][CH2:11]1)(=[O:4])=[O:5])[CH3:2], predict the reactants needed to synthesize it. The reactants are: [CH2:1]([S:3]([N:6]1[CH2:11][CH2:10][CH:9]([C:12]2[C:20]3[C:15](=[C:16]([C:30]([NH2:32])=[O:31])[CH:17]=[C:18](B4OC(C)(C)C(C)(C)O4)[CH:19]=3)[NH:14][CH:13]=2)[CH2:8][CH2:7]1)(=[O:5])=[O:4])[CH3:2].Br[C:34]1[CH:39]=[CH:38][CH:37]=[C:36]([CH3:40])[CH:35]=1.C(=O)([O-])[O-].[Cs+].[Cs+].